This data is from Forward reaction prediction with 1.9M reactions from USPTO patents (1976-2016). The task is: Predict the product of the given reaction. (1) Given the reactants [CH3:1][O:2][C:3]1[CH:4]=[C:5]2[C:9](=[CH:10][CH:11]=1)[N:8]([CH3:12])[CH:7]=[C:6]2[C:13]1[NH:24][C:16]2[N:17]=[CH:18][CH:19]=[C:20]([C:21]([OH:23])=O)[C:15]=2[CH:14]=1.C(N(C(C)C)CC)(C)C.F[P-](F)(F)(F)(F)F.N1(OC(N(C)C)=[N+](C)C)C2N=CC=CC=2N=N1.[NH2:58][C:59]([CH3:63])([CH3:62])[CH2:60][OH:61], predict the reaction product. The product is: [OH:61][CH2:60][C:59]([NH:58][C:21]([C:20]1[C:15]2[CH:14]=[C:13]([C:6]3[C:5]4[C:9](=[CH:10][CH:11]=[C:3]([O:2][CH3:1])[CH:4]=4)[N:8]([CH3:12])[CH:7]=3)[NH:24][C:16]=2[N:17]=[CH:18][CH:19]=1)=[O:23])([CH3:63])[CH3:62]. (2) Given the reactants [Br:1][C:2]1[CH:9]=[CH:8][C:5]([C:6]#[N:7])=[C:4]([F:10])[CH:3]=1.[CH3:11][Mg]Br.CO.[BH4-].[Na+], predict the reaction product. The product is: [Br:1][C:2]1[CH:9]=[CH:8][C:5]([CH:6]([NH2:7])[CH3:11])=[C:4]([F:10])[CH:3]=1. (3) Given the reactants [OH:1][C:2]1[CH:3]=[C:4]([N+:10]([O-:12])=[O:11])[CH:5]=[CH:6][C:7]=1[O:8][CH3:9].[H-].[Na+].[C:15]([Si:19](Cl)([C:26]1[CH:31]=[CH:30][CH:29]=[CH:28][CH:27]=1)[C:20]1[CH:25]=[CH:24][CH:23]=[CH:22][CH:21]=1)([CH3:18])([CH3:17])[CH3:16], predict the reaction product. The product is: [C:15]([Si:19]([O:1][C:2]1[CH:3]=[C:4]([N+:10]([O-:12])=[O:11])[CH:5]=[CH:6][C:7]=1[O:8][CH3:9])([C:26]1[CH:31]=[CH:30][CH:29]=[CH:28][CH:27]=1)[C:20]1[CH:21]=[CH:22][CH:23]=[CH:24][CH:25]=1)([CH3:18])([CH3:16])[CH3:17]. (4) Given the reactants [Cl:1][C:2]1[CH:34]=[CH:33][CH:32]=[C:31]([C:35]([F:38])([F:37])[F:36])[C:3]=1[C:4]([N:6]1[C:14]2[C:9](=[CH:10][CH:11]=[C:12]([C:15](=O)[N:16]([CH3:18])[CH3:17])[CH:13]=2)[C:8]([C:20]2[CH:29]=[CH:28][C:23]([C:24]([O:26][CH3:27])=[O:25])=[CH:22][C:21]=2[F:30])=[N:7]1)=[O:5].COC1C=CC(P2(SP(C3C=CC(OC)=CC=3)(=S)S2)=[S:48])=CC=1, predict the reaction product. The product is: [Cl:1][C:2]1[CH:34]=[CH:33][CH:32]=[C:31]([C:35]([F:38])([F:37])[F:36])[C:3]=1[C:4]([N:6]1[C:14]2[C:9](=[CH:10][CH:11]=[C:12]([C:15](=[S:48])[N:16]([CH3:18])[CH3:17])[CH:13]=2)[C:8]([C:20]2[CH:29]=[CH:28][C:23]([C:24]([O:26][CH3:27])=[O:25])=[CH:22][C:21]=2[F:30])=[N:7]1)=[O:5]. (5) Given the reactants [OH-].[Na+].[C:3]([C:5]1[CH:6]=[C:7]([NH:11][CH:12]([C:17]2[CH:22]=[CH:21][CH:20]=[CH:19][CH:18]=2)[C:13]([O:15]C)=[O:14])[CH:8]=[CH:9][CH:10]=1)#[N:4], predict the reaction product. The product is: [C:3]([C:5]1[CH:6]=[C:7]([NH:11][CH:12]([C:17]2[CH:22]=[CH:21][CH:20]=[CH:19][CH:18]=2)[C:13]([OH:15])=[O:14])[CH:8]=[CH:9][CH:10]=1)#[N:4]. (6) Given the reactants [CH3:1][C:2]1[C:3]([CH2:14][S:15]([C:17]2[NH:21][C:20]3[CH:22]=[CH:23][CH:24]=[CH:25][C:19]=3[N:18]=2)=[O:16])=[N:4][CH:5]=[CH:6][C:7]=1[O:8][CH2:9][C:10]([F:13])([F:12])[F:11].[H-].[Na+].S(Cl)(Cl)(=O)=O.[N+:33]([C:36]1[CH:37]=[C:38]([S:42]([CH2:45][CH2:46][O:47][C:48](=[O:59])[C:49]2[CH:54]=[CH:53][CH:52]=[C:51]([S:55](Cl)(=[O:57])=[O:56])[CH:50]=2)(=[O:44])=[O:43])[CH:39]=[CH:40][CH:41]=1)([O-:35])=[O:34], predict the reaction product. The product is: [N+:33]([C:36]1[CH:37]=[C:38]([S:42]([CH2:45][CH2:46][O:47][C:48](=[O:59])[C:49]2[CH:54]=[CH:53][CH:52]=[C:51]([S:55]([N:21]3[C:20]4[CH:22]=[CH:23][CH:24]=[CH:25][C:19]=4[N:18]=[C:17]3[S:15]([CH2:14][C:3]3[C:2]([CH3:1])=[C:7]([O:8][CH2:9][C:10]([F:13])([F:11])[F:12])[CH:6]=[CH:5][N:4]=3)=[O:16])(=[O:57])=[O:56])[CH:50]=2)(=[O:43])=[O:44])[CH:39]=[CH:40][CH:41]=1)([O-:35])=[O:34]. (7) Given the reactants FC1C=CC=CC=1NC(=S)NC1C=CC(C2C=C3C(=CC=2)C(=O)N([C@@H](C(C)C)C(O)=O)C3)=CC=1.[Cl:35][C:36]1[CH:41]=[CH:40][C:39]([NH:42][C:43](=[S:69])[NH:44][C:45]2[CH:50]=[CH:49][C:48]([C:51]3[CH:52]=[C:53]4[C:57](=[CH:58][CH:59]=3)[C:56](=[O:60])[N:55]([C@@H:61]([CH:66]([CH3:68])[CH3:67])[C:62]([O:64]C)=[O:63])[CH2:54]4)=[CH:47][CH:46]=2)=[CH:38][CH:37]=1, predict the reaction product. The product is: [Cl:35][C:36]1[CH:37]=[CH:38][C:39]([NH:42][C:43](=[S:69])[NH:44][C:45]2[CH:50]=[CH:49][C:48]([C:51]3[CH:52]=[C:53]4[C:57](=[CH:58][CH:59]=3)[C:56](=[O:60])[N:55]([C@@H:61]([CH:66]([CH3:67])[CH3:68])[C:62]([OH:64])=[O:63])[CH2:54]4)=[CH:47][CH:46]=2)=[CH:40][CH:41]=1.